This data is from Experimentally validated miRNA-target interactions with 360,000+ pairs, plus equal number of negative samples. The task is: Binary Classification. Given a miRNA mature sequence and a target amino acid sequence, predict their likelihood of interaction. (1) The miRNA is hsa-miR-378j with sequence ACUGGAUUUGGAGCCAGAA. The protein sequence of the target gene is MSLLCVRVKRAKFQGSPDKFNTYVTLKVQNVKSTTVAVRGDQPSWEQDFMFEISRLDLGLSVEVWNKGLIWDTMVGTVWIALKTIRQSDEEGPGEWSTLEAETLMKDDEICGTKNPTPHKILLDTRFELPFDIPEEEARYWTYKLEQINALADDNEYSSQEESQRKPLPTAAAQCCHWTYLGWGEHQTFEDPDSAVDDRDSDYRSETSNSAPPPYHTTTQPNASVHQFPVPVRLPQQLFLQGSSHDSCNDSMQSYDLDYPERRALSPTSSSRYGSSCNVSQGSSLLSELDQYHEQDDDGR.... Result: 0 (no interaction). (2) The miRNA is hsa-miR-4485-3p with sequence UAACGGCCGCGGUACCCUAA. The protein sequence of the target gene is MSTERTSWTSLSTIQKIALGLGIPASATVAYILYRRYRESREERLTFVGEDDIEIEMRVPQEAVKLIIGRQGANIKQLRKQTGARIDVDTEDVGDERVLLISGFPVQVCKAKAAIHQILTENTPVSEQLSVPQRSVGRIIGRGGETIRSICKASGAKITCDKESEGTLLLSRLIKISGTQKEVAAAKHLILEKVSEDEELRKRIAHSAETRVPRKQPISVRREDMTEPGGAGEPALWKNTSSSMEPTAPLVTPPPKGGGDMAVVVSKEGSWEKPSDDSFQKSEAQAIPEMPMFEIPSPDF.... Result: 1 (interaction). (3) The miRNA is hsa-miR-324-3p with sequence CCCACUGCCCCAGGUGCUGCUGG. The protein sequence of the target gene is MRQLCRGRVLGISVAIAHGVFSGSLNILLKFLISRYQFSFLTLVQCLTSSTAALSLELLRRLGLIAVPPFGLSLARSFAGVAVLSTLQSSLTLWSLRGLSLPMYVVFKRCLPLVTMLIGVLVLKNGAPSPGVLAAVLITTCGAALAGAGDLTGDPIGYVTGVLAVLVHAAYLVLIQKASADTEHGPLTAQYVIAVSATPLLVICSFASTDSIHAWTFPGWKDPAMVSIFVACILIGCAMNFTTLHCTYINSAVTTSFVGVVKSIATITVGMVAFSDVEPTSLFIAGVVVNTLGSIIYCVA.... Result: 0 (no interaction). (4) The miRNA is hsa-miR-4659b-5p with sequence UUGCCAUGUCUAAGAAGAA. The protein sequence of the target gene is MAVAPAGGQHAPALEALLGAGALRLLDSSQIVIISTAPDVGAPQLPAAPPTGPRDSDVLLFATPQAPRPAPSAPRPALGRPPVKRRLDLETDHQYLAGSSGPFRGRGRHPGKGVKSPGEKSRYETSLNLTTKRFLELLSRSADGVVDLNWAAEVLKVQKRRIYDITNVLEGIQLIAKKSKNHIQWLGSHTMVGIGKRLEGLTQDLQQLQESEQQLDHLMHICTTQLQLLSEDSDTQRLAYVTCQDLRSIADPAEQMVIVIKAPPETQLQAVDSSETFQISLKSKQGPIDVFLCPEESADG.... Result: 0 (no interaction). (5) The miRNA is hsa-miR-4736 with sequence AGGCAGGUUAUCUGGGCUG. The protein sequence of the target gene is MSGRPRTTSFAESCKPVQQPSAFGSMKVSRDKDGSKVTTVVATPGQGPDRPQEVSYTDTKVIGNGSFGVVYQAKLCDSGELVAIKKVLQDKRFKNRELQIMRKLDHCNIVRLRYFFYSSGEKKDEVYLNLVLDYVPETVYRVARHYSRAKQTLPVIYVKLYMYQLFRSLAYIHSFGICHRDIKPQNLLLDPDTAVLKLCDFGSAKQLVRGEPNVSYICSRYYRAPELIFGATDYTSSIDVWSAGCVLAELLLGQPIFPGDSGVDQLVEIIKVLGTPTREQIREMNPNYTEFKFPQIKAHP.... Result: 0 (no interaction). (6) The miRNA is hsa-miR-369-3p with sequence AAUAAUACAUGGUUGAUCUUU. The protein sequence of the target gene is MAQYALEAGVSWLATSVSVVASGTWQFAKWTHKYVMQQAEELEADEPEESYFQQMVDKEKEFHNYVRQQIICMWLFMLLYLFAYWLISRLKRKTEREALYAGEEDYFVYRVSVWISSTATATSIGSLTLLPFSVIGVELLQLYDGNYYLQWLSYSLIGALWNYVFVLSNVSLFVLLPFSYFFIESQGFSTSKIGNDMTQRIYEAMAISFLFAFVLLCLAEVVLTILDYPVSFLSITSVNLPLIYSCVSFIGAVLLLISTPYGFAKMFSLARDFLVTEETADIEEENSEQSEDVTEPKNSS.... Result: 0 (no interaction). (7) The miRNA is mmu-miR-708-5p with sequence AAGGAGCUUACAAUCUAGCUGGG. The protein sequence of the target gene is MIMNSAVSLVILLSLLCEAHTVVLLNPTDSSLPANNFTDTEAALSTPLESADIPKARRKRYISQNDMIAILDYHNQVRGKVFPPAANMEYMVWDENLAKSAEAWAATCIWDHGPSYLLRFLGQNLSVRTGRYRSILQLVKPWYDEVKDYAFPYPQDCNPRCPMRCFGPMCTHYTQMVWATSNRIGCAIHTCQNMNVWGSVWRRAVYLVCNYAPKGNWIGEAPYKVGVPCSSCPPSYGGACTDNLCFPGVTTNYLYWFK. Result: 1 (interaction). (8) The miRNA is hsa-miR-3668 with sequence AAUGUAGAGAUUGAUCAAAAU. The protein sequence of the target gene is MLLRDLVLRRGCCWSSLLLHCALHPLWGFVQVTHGEPQKSCSKVTDSCRHVCQCRPPPPLPPPPPPPPPPRLLSAPAPNSTSCPTEESWWSGLVIIIAVCCASLVFLTVLVIICYKAIKRKPLRKDENGTSVAEYPMSASQSNKGVDVNNAVV. Result: 1 (interaction). (9) The miRNA is mmu-miR-129-5p with sequence CUUUUUGCGGUCUGGGCUUGC. The protein sequence of the target gene is MRPRRPLVFMSLVCALLNTCQAHRVHDDKPNIVLIMVDDLGIGDLGCYGNDTMRTPHIDRLAREGVRLTQHISAASLCSPSRSAFLTGRYPIRSGMVSSGNRRVIQNLAVPAGLPLNETTLAALLKKQGYSTGLIGKWHQGLNCDSRSDQCHHPYNYGFDYYYGMPFTLVDSCWPDPSRNTELAFESQLWLCVQLVAIAILTLTFGKLSGWVSVPWLLIFSMILFIFLLGYAWFSSHTSPLYWDCLLMRGHEITEQPMKAERAGSIMVKEAISFLERHSKETFLLFFSFLHVHTPLPTTD.... Result: 0 (no interaction).